This data is from Forward reaction prediction with 1.9M reactions from USPTO patents (1976-2016). The task is: Predict the product of the given reaction. (1) The product is: [C:16]([C:15]1[CH:14]=[C:13]([CH:20]=[CH:19][CH:18]=1)[O:12][C:2]1[CH:9]=[CH:8][C:7]([CH:10]=[O:11])=[CH:6][C:3]=1[C:4]#[N:5])#[N:17]. Given the reactants F[C:2]1[CH:9]=[CH:8][C:7]([CH:10]=[O:11])=[CH:6][C:3]=1[C:4]#[N:5].[OH:12][C:13]1[CH:14]=[C:15]([CH:18]=[CH:19][CH:20]=1)[C:16]#[N:17], predict the reaction product. (2) The product is: [C:27]([C@H:31]1[CH2:36][CH2:35][C@H:34]([O:14][C:9]2[CH:10]=[C:11]3[C:6](=[CH:7][CH:8]=2)[CH:5]=[C:4]([CH:3]([N:15]2[CH2:20][CH2:19][CH:18]([C:21]([O:23][CH3:24])=[O:22])[CH2:17][CH2:16]2)[C:2]([F:1])([F:25])[F:26])[CH:13]=[CH:12]3)[CH2:33][CH2:32]1)([CH3:30])([CH3:29])[CH3:28]. Given the reactants [F:1][C:2]([F:26])([F:25])[CH:3]([N:15]1[CH2:20][CH2:19][CH:18]([C:21]([O:23][CH3:24])=[O:22])[CH2:17][CH2:16]1)[C:4]1[CH:13]=[CH:12][C:11]2[C:6](=[CH:7][CH:8]=[C:9]([OH:14])[CH:10]=2)[CH:5]=1.[C:27]([C@@H:31]1[CH2:36][CH2:35][C@H:34](O)[CH2:33][CH2:32]1)([CH3:30])([CH3:29])[CH3:28].C1C=CC(P(C2C=CC=CC=2)C2C=CC=CC=2)=CC=1.CC(OC(/N=N/C(OC(C)C)=O)=O)C, predict the reaction product. (3) Given the reactants [I:1][C:2]1[CH:7]=[C:6]([O:8][CH3:9])[C:5]([O:10]C(C)C)=[CH:4][C:3]=1[C:14](=[O:16])[CH3:15].[Al+3].[Cl-].[Cl-].[Cl-], predict the reaction product. The product is: [OH:10][C:5]1[C:6]([O:8][CH3:9])=[CH:7][C:2]([I:1])=[C:3]([C:14](=[O:16])[CH3:15])[CH:4]=1. (4) Given the reactants [CH2:1]([O:3][C:4](=[O:15])[C:5]1[CH:10]=[CH:9][C:8]([C:11](=[O:14])[CH2:12]Br)=[CH:7][CH:6]=1)[CH3:2].[CH3:16][C:17]1[NH:21][C:20](=[O:22])[C:19]([C:29]2[CH:34]=[CH:33][CH:32]=[CH:31][CH:30]=2)([C:23]2[CH:28]=[CH:27][CH:26]=[CH:25][CH:24]=2)[N:18]=1.C(=O)([O-])[O-].[K+].[K+].C1CCCCC1.C(OCC)(=O)C, predict the reaction product. The product is: [CH2:1]([O:3][C:4](=[O:15])[C:5]1[CH:10]=[CH:9][C:8]([C:11](=[O:14])[CH2:12][N:21]2[C:20](=[O:22])[C:19]([C:29]3[CH:30]=[CH:31][CH:32]=[CH:33][CH:34]=3)([C:23]3[CH:28]=[CH:27][CH:26]=[CH:25][CH:24]=3)[N:18]=[C:17]2[CH3:16])=[CH:7][CH:6]=1)[CH3:2]. (5) Given the reactants [C:1]([CH:9]1[C:14](=O)[CH2:13][CH2:12][CH:11]([C:16]([O:18][CH3:19])=[O:17])[CH2:10]1)(=O)[C:2]1[CH:7]=[CH:6][N:5]=[CH:4][CH:3]=1.[C:20]([NH:24][NH2:25])([CH3:23])([CH3:22])[CH3:21], predict the reaction product. The product is: [C:20]([N:24]1[C:14]2[CH2:13][CH2:12][CH:11]([C:16]([O:18][CH3:19])=[O:17])[CH2:10][C:9]=2[C:1]([C:2]2[CH:7]=[CH:6][N:5]=[CH:4][CH:3]=2)=[N:25]1)([CH3:23])([CH3:22])[CH3:21]. (6) The product is: [Cl:36][C:31]1[CH:30]=[C:29]([C:23]2([C:25]([F:27])([F:26])[F:28])[O:22][N:21]=[C:20]([C:13]3[C:14]4[C:19](=[CH:18][CH:17]=[CH:16][CH:15]=4)[C:10]([C:8]([NH:7][CH2:6][C:5]([OH:37])=[O:4])=[O:9])=[CH:11][CH:12]=3)[CH2:24]2)[CH:34]=[C:33]([Cl:35])[CH:32]=1. Given the reactants [Li+].[OH-].C[O:4][C:5](=[O:37])[CH2:6][NH:7][C:8]([C:10]1[C:19]2[C:14](=[CH:15][CH:16]=[CH:17][CH:18]=2)[C:13]([C:20]2[CH2:24][C:23]([C:29]3[CH:34]=[C:33]([Cl:35])[CH:32]=[C:31]([Cl:36])[CH:30]=3)([C:25]([F:28])([F:27])[F:26])[O:22][N:21]=2)=[CH:12][CH:11]=1)=[O:9], predict the reaction product. (7) Given the reactants [C:1]([N:4]1[C:13]2[C:8](=[CH:9][C:10]([NH2:14])=[CH:11][CH:12]=2)[C:7]([C:16]2[CH:21]=[CH:20][CH:19]=[CH:18][CH:17]=2)([CH3:15])[CH2:6][C:5]1([CH3:23])[CH3:22])(=[O:3])[CH3:2].[Br:24][C:25]1[CH:33]=[CH:32][C:31]([O:34][CH3:35])=[CH:30][C:26]=1[C:27](O)=[O:28].CN(C(ON1N=NC2C=CC=NC1=2)=[N+](C)C)C.F[P-](F)(F)(F)(F)F.C(N(CC)C(C)C)(C)C, predict the reaction product. The product is: [C:1]([N:4]1[C:13]2[C:8](=[CH:9][C:10]([NH:14][C:27](=[O:28])[C:26]3[CH:30]=[C:31]([O:34][CH3:35])[CH:32]=[CH:33][C:25]=3[Br:24])=[CH:11][CH:12]=2)[C:7]([C:16]2[CH:21]=[CH:20][CH:19]=[CH:18][CH:17]=2)([CH3:15])[CH2:6][C:5]1([CH3:23])[CH3:22])(=[O:3])[CH3:2].